This data is from NCI-60 drug combinations with 297,098 pairs across 59 cell lines. The task is: Regression. Given two drug SMILES strings and cell line genomic features, predict the synergy score measuring deviation from expected non-interaction effect. Drug 1: CN1CCC(CC1)COC2=C(C=C3C(=C2)N=CN=C3NC4=C(C=C(C=C4)Br)F)OC. Drug 2: CC12CCC3C(C1CCC2=O)CC(=C)C4=CC(=O)C=CC34C. Cell line: OVCAR-8. Synergy scores: CSS=26.3, Synergy_ZIP=-0.337, Synergy_Bliss=-0.0292, Synergy_Loewe=-4.26, Synergy_HSA=0.631.